From a dataset of Forward reaction prediction with 1.9M reactions from USPTO patents (1976-2016). Predict the product of the given reaction. Given the reactants [CH:1]1([N:4]2[CH2:9][CH2:8][NH:7][CH2:6][CH2:5]2)[CH2:3][CH2:2]1.[Cl:10][C:11]1[CH:20]=[CH:19][C:18]2[C:13](=[CH:14][CH:15]=[C:16]([CH:21]3[CH2:26][CH2:25][CH2:24][CH2:23][CH2:22]3)[CH:17]=2)[N:12]=1, predict the reaction product. The product is: [ClH:10].[CH:21]1([C:16]2[CH:17]=[C:18]3[C:13](=[CH:14][CH:15]=2)[N:12]=[C:11]([N:7]2[CH2:8][CH2:9][N:4]([CH:1]4[CH2:3][CH2:2]4)[CH2:5][CH2:6]2)[CH:20]=[CH:19]3)[CH2:22][CH2:23][CH2:24][CH2:25][CH2:26]1.